Dataset: Forward reaction prediction with 1.9M reactions from USPTO patents (1976-2016). Task: Predict the product of the given reaction. (1) Given the reactants [F:1][C:2]([F:43])([F:42])[C:3]1[CH:4]=[C:5]([CH:35]=[C:36]([C:38]([F:41])([F:40])[F:39])[CH:37]=1)[CH2:6][N:7]([CH2:14][C:15]1[CH:20]=[C:19]([C:21]([F:24])([F:23])[F:22])[CH:18]=[CH:17][C:16]=1[C:25]1[CH:30]=[C:29]([CH2:31][NH:32][CH3:33])[CH:28]=[CH:27][C:26]=1[Cl:34])[C:8]1[N:9]=[N:10][N:11]([CH3:13])[N:12]=1.C=O.[Na].[C:47](=O)(O)[O-].[Na+], predict the reaction product. The product is: [F:43][C:2]([F:42])([F:1])[C:3]1[CH:4]=[C:5]([CH:35]=[C:36]([C:38]([F:41])([F:40])[F:39])[CH:37]=1)[CH2:6][N:7]([CH2:14][C:15]1[CH:20]=[C:19]([C:21]([F:22])([F:23])[F:24])[CH:18]=[CH:17][C:16]=1[C:25]1[CH:30]=[C:29]([CH2:31][N:32]([CH3:47])[CH3:33])[CH:28]=[CH:27][C:26]=1[Cl:34])[C:8]1[N:9]=[N:10][N:11]([CH3:13])[N:12]=1. (2) Given the reactants [Br:1][C:2]1[S:6][C:5]([CH2:7][OH:8])=[CH:4][CH:3]=1.[H-].[Na+].[CH3:11]I.Cl, predict the reaction product. The product is: [Br:1][C:2]1[S:6][C:5]([CH2:7][O:8][CH3:11])=[CH:4][CH:3]=1. (3) Given the reactants [C:1]1([C:7]2[CH:14]=[CH:13][C:10]([CH:11]=O)=[CH:9][CH:8]=2)[CH:6]=[CH:5][CH:4]=[CH:3][CH:2]=1.[CH3:15][O:16][C:17]([CH2:19][C@@H:20]([CH2:24][CH:25]([CH3:27])[CH3:26])[C:21]([OH:23])=O)=[O:18].[CH2:28]([N+:35]#[C-:36])[C:29]1[CH:34]=[CH:33][CH:32]=[CH:31][CH:30]=1.[CH3:37][NH2:38].C[OH:40], predict the reaction product. The product is: [CH3:26][CH:25]([CH3:27])[CH2:24][C@@H:20]([C:21](=[O:23])[N:38]([CH3:37])[CH:11]([C:36](=[O:40])[NH:35][CH2:28][C:29]1[CH:34]=[CH:33][CH:32]=[CH:31][CH:30]=1)[C:10]1[CH:13]=[CH:14][C:7]([C:1]2[CH:6]=[CH:5][CH:4]=[CH:3][CH:2]=2)=[CH:8][CH:9]=1)[CH2:19][C:17]([O:16][CH3:15])=[O:18]. (4) Given the reactants [C:1]([C:3]1[CH:4]=[C:5]2[C:10](=[CH:11][CH:12]=1)[NH:9][CH2:8][C@@H:7]([NH:13][S:14]([C:17]1[CH:22]=[CH:21][CH:20]=[CH:19][CH:18]=1)(=[O:16])=[O:15])[CH2:6]2)#[N:2].[CH:23](=O)[C:24]1[CH:29]=[CH:28][CH:27]=[CH:26][CH:25]=1, predict the reaction product. The product is: [CH2:23]([N:9]1[C:10]2[C:5](=[CH:4][C:3]([C:1]#[N:2])=[CH:12][CH:11]=2)[CH2:6][CH:7]([NH:13][S:14]([C:17]2[CH:22]=[CH:21][CH:20]=[CH:19][CH:18]=2)(=[O:16])=[O:15])[CH2:8]1)[C:24]1[CH:29]=[CH:28][CH:27]=[CH:26][CH:25]=1. (5) The product is: [Cl:9][C:6]1[N:5]=[C:4]([CH2:10][CH3:11])[N:3]=[C:2]([NH:17][CH:12]2[CH2:16][CH2:15][CH2:14][CH2:13]2)[C:7]=1[I:8]. Given the reactants Cl[C:2]1[C:7]([I:8])=[C:6]([Cl:9])[N:5]=[C:4]([CH2:10][CH3:11])[N:3]=1.[CH:12]1([NH2:17])[CH2:16][CH2:15][CH2:14][CH2:13]1, predict the reaction product. (6) Given the reactants [O:1]1[C:5]2[CH:6]=[CH:7][C:8]([C:10]3[CH:17]=[CH:16][C:13]([CH:14]=O)=[CH:12][CH:11]=3)=[CH:9][C:4]=2[N:3]=[CH:2]1.[NH2:18][CH:19]1[CH2:27][C:26]2[C:21](=[CH:22][CH:23]=[CH:24][CH:25]=2)[CH2:20]1.C(O)(=O)C.C([BH3-])#N.[Na+], predict the reaction product. The product is: [O:1]1[C:5]2[CH:6]=[CH:7][C:8]([C:10]3[CH:17]=[CH:16][C:13]([CH2:14][NH:18][CH:19]4[CH2:27][C:26]5[C:21](=[CH:22][CH:23]=[CH:24][CH:25]=5)[CH2:20]4)=[CH:12][CH:11]=3)=[CH:9][C:4]=2[N:3]=[CH:2]1. (7) Given the reactants [OH:1][C:2]([CH3:29])([CH3:28])[CH2:3][CH2:4][CH2:5][C@H:6]([C@@H:8]1[C@:16]2([CH3:17])[C@H:11](/[C:12](=[CH:18]/[CH:19]=[C:20]3/[CH2:21][C@@H:22]([OH:27])[CH2:23][CH2:24][C:25]/3=[CH2:26])/[CH2:13][CH2:14][CH2:15]2)[CH2:10][CH2:9]1)[CH3:7].[C:30](#[N:33])[CH:31]=[CH2:32], predict the reaction product. The product is: [OH:1][C:2]([CH3:28])([CH3:29])[CH2:3][CH2:4][CH2:5][C@H:6]([C@@H:8]1[C@:16]2([CH3:17])[C@H:11](/[C:12](=[CH:18]/[CH:19]=[C:20]3/[CH2:21][C@@H:22]([O:27][CH2:32][CH2:31][C:30]#[N:33])[CH2:23][CH2:24][C:25]/3=[CH2:26])/[CH2:13][CH2:14][CH2:15]2)[CH2:10][CH2:9]1)[CH3:7].